From a dataset of NCI-60 drug combinations with 297,098 pairs across 59 cell lines. Regression. Given two drug SMILES strings and cell line genomic features, predict the synergy score measuring deviation from expected non-interaction effect. (1) Drug 1: CN(CC1=CN=C2C(=N1)C(=NC(=N2)N)N)C3=CC=C(C=C3)C(=O)NC(CCC(=O)O)C(=O)O. Drug 2: CS(=O)(=O)OCCCCOS(=O)(=O)C. Cell line: NCI-H226. Synergy scores: CSS=44.3, Synergy_ZIP=2.05, Synergy_Bliss=-1.50, Synergy_Loewe=-26.0, Synergy_HSA=-3.31. (2) Drug 1: CC1=CC2C(CCC3(C2CCC3(C(=O)C)OC(=O)C)C)C4(C1=CC(=O)CC4)C. Drug 2: C1CN(P(=O)(OC1)NCCCl)CCCl. Cell line: SR. Synergy scores: CSS=1.73, Synergy_ZIP=3.76, Synergy_Bliss=3.48, Synergy_Loewe=3.01, Synergy_HSA=3.11. (3) Drug 1: C1CCN(CC1)CCOC2=CC=C(C=C2)C(=O)C3=C(SC4=C3C=CC(=C4)O)C5=CC=C(C=C5)O. Drug 2: CC1C(C(CC(O1)OC2CC(CC3=C2C(=C4C(=C3O)C(=O)C5=C(C4=O)C(=CC=C5)OC)O)(C(=O)CO)O)N)O.Cl. Cell line: SW-620. Synergy scores: CSS=38.7, Synergy_ZIP=1.18, Synergy_Bliss=0.463, Synergy_Loewe=-0.774, Synergy_HSA=0.734. (4) Drug 1: CN1C2=C(C=C(C=C2)N(CCCl)CCCl)N=C1CCCC(=O)O.Cl. Drug 2: CS(=O)(=O)OCCCCOS(=O)(=O)C. Cell line: COLO 205. Synergy scores: CSS=25.9, Synergy_ZIP=-7.59, Synergy_Bliss=-1.84, Synergy_Loewe=1.34, Synergy_HSA=-0.320. (5) Drug 1: C1=NNC2=C1C(=O)NC=N2. Drug 2: CC1C(C(CC(O1)OC2CC(CC3=C2C(=C4C(=C3O)C(=O)C5=CC=CC=C5C4=O)O)(C(=O)C)O)N)O. Cell line: IGROV1. Synergy scores: CSS=41.3, Synergy_ZIP=-3.54, Synergy_Bliss=-2.80, Synergy_Loewe=-47.1, Synergy_HSA=-3.08. (6) Drug 1: CCN(CC)CCCC(C)NC1=C2C=C(C=CC2=NC3=C1C=CC(=C3)Cl)OC. Drug 2: C1CNP(=O)(OC1)N(CCCl)CCCl. Cell line: OVCAR-8. Synergy scores: CSS=13.1, Synergy_ZIP=-8.60, Synergy_Bliss=-4.48, Synergy_Loewe=-25.7, Synergy_HSA=-5.18. (7) Drug 1: CN1CCC(CC1)COC2=C(C=C3C(=C2)N=CN=C3NC4=C(C=C(C=C4)Br)F)OC. Drug 2: CCN(CC)CCNC(=O)C1=C(NC(=C1C)C=C2C3=C(C=CC(=C3)F)NC2=O)C. Cell line: SK-OV-3. Synergy scores: CSS=18.6, Synergy_ZIP=-5.13, Synergy_Bliss=0.879, Synergy_Loewe=1.58, Synergy_HSA=1.65. (8) Drug 1: C1C(C(OC1N2C=C(C(=O)NC2=O)F)CO)O. Drug 2: C1CN(P(=O)(OC1)NCCCl)CCCl. Cell line: SNB-75. Synergy scores: CSS=18.3, Synergy_ZIP=-4.69, Synergy_Bliss=-1.44, Synergy_Loewe=-47.3, Synergy_HSA=-0.842. (9) Drug 1: CS(=O)(=O)C1=CC(=C(C=C1)C(=O)NC2=CC(=C(C=C2)Cl)C3=CC=CC=N3)Cl. Drug 2: N.N.Cl[Pt+2]Cl. Cell line: HOP-62. Synergy scores: CSS=-1.48, Synergy_ZIP=1.52, Synergy_Bliss=0.218, Synergy_Loewe=-5.56, Synergy_HSA=-4.93.